Dataset: Forward reaction prediction with 1.9M reactions from USPTO patents (1976-2016). Task: Predict the product of the given reaction. (1) Given the reactants [C:1]1([CH:7]2[CH2:12][NH:11][CH2:10][CH2:9][NH:8]2)[CH:6]=[CH:5][CH:4]=[CH:3][CH:2]=1.[Br:13][C:14]1[CH:21]=[CH:20][C:17]([CH2:18]Cl)=[CH:16][CH:15]=1, predict the reaction product. The product is: [Br:13][C:14]1[CH:21]=[CH:20][C:17]([CH2:18][N:11]2[CH2:10][CH2:9][NH:8][CH:7]([C:1]3[CH:2]=[CH:3][CH:4]=[CH:5][CH:6]=3)[CH2:12]2)=[CH:16][CH:15]=1. (2) The product is: [ClH:30].[Cl:30][C:27]1[CH:26]=[CH:25][C:24]([C:21]2([C:18]3[C:19]4[C:14](=[CH:13][CH:12]=[C:11]([O:10][CH2:9][CH2:8][NH2:7])[CH:20]=4)[CH2:15][CH2:16][N:17]=3)[CH2:22][CH2:23]2)=[CH:29][CH:28]=1. Given the reactants C(OC(=O)[NH:7][CH2:8][CH2:9][O:10][C:11]1[CH:20]=[C:19]2[C:14]([CH2:15][CH2:16][N:17]=[C:18]2[C:21]2([C:24]3[CH:29]=[CH:28][C:27]([Cl:30])=[CH:26][CH:25]=3)[CH2:23][CH2:22]2)=[CH:13][CH:12]=1)(C)(C)C.Cl, predict the reaction product. (3) Given the reactants [Br:1][C:2]1[N:6]=[C:5](Br)[N:4]([CH2:8][C:9]([CH3:11])=[CH2:10])[N:3]=1.[C:12]1([CH:18]2[CH2:21][CH2:20][NH:19]2)[CH:17]=[CH:16][CH:15]=[CH:14][CH:13]=1.C(=O)([O-])[O-].[K+].[K+], predict the reaction product. The product is: [Br:1][C:2]1[N:6]=[C:5]([N:19]2[CH2:20][CH2:21][CH:18]2[C:12]2[CH:17]=[CH:16][CH:15]=[CH:14][CH:13]=2)[N:4]([CH2:8][C:9]([CH3:11])=[CH2:10])[N:3]=1. (4) The product is: [F:1][C:2]1[CH:3]=[CH:4][C:5]([NH:8][C:9]([C:11]2[C:15]([NH:16][C:19](=[O:20])[C:18]([F:29])([F:28])[F:17])=[CH:14][NH:13][N:12]=2)=[O:10])=[CH:6][CH:7]=1. Given the reactants [F:1][C:2]1[CH:7]=[CH:6][C:5]([NH:8][C:9]([C:11]2[C:15]([NH2:16])=[CH:14][NH:13][N:12]=2)=[O:10])=[CH:4][CH:3]=1.[F:17][C:18]([F:29])([F:28])[C:19](O[C:19](=[O:20])[C:18]([F:29])([F:28])[F:17])=[O:20], predict the reaction product. (5) Given the reactants [CH3:1][C:2]([CH3:27])([CH3:26])[C@H:3]([NH:7][C:8]([C:10]1[N:11]=[C:12]([C:20]2[CH:25]=[CH:24][CH:23]=[CH:22][CH:21]=2)[N:13]2[CH2:18][CH2:17][N:16]([CH3:19])[CH2:15][C:14]=12)=[O:9])[C:4](Cl)=[O:5].[NH3:28].C1[CH2:33][O:32]CC1, predict the reaction product. The product is: [NH2:28][C:4](=[O:5])[C@@H:3]([NH:7][C:8]([C:10]1[N:11]=[C:12]([C:20]2[CH:25]=[CH:24][CH:23]=[CH:22][CH:21]=2)[N:13]2[CH2:18][CH2:17][N:16]([CH3:19])[CH2:15][C:14]=12)=[O:9])[C:2]([CH3:27])([CH3:26])[CH3:1].[CH:33]([O-:32])=[O:5].